From a dataset of Full USPTO retrosynthesis dataset with 1.9M reactions from patents (1976-2016). Predict the reactants needed to synthesize the given product. (1) Given the product [NH:1]1[CH:5]=[C:4]([CH:6]2[C:14]3[C:9](=[C:10]([CH3:18])[C:11]([CH3:17])=[C:12]([O:15][CH3:16])[CH:13]=3)[CH:8]([OH:19])[CH2:7]2)[N:3]=[CH:2]1, predict the reactants needed to synthesize it. The reactants are: [NH:1]1[CH:5]=[C:4]([CH:6]2[C:14]3[C:9](=[C:10]([CH3:18])[C:11]([CH3:17])=[C:12]([O:15][CH3:16])[CH:13]=3)[C:8](=[O:19])[CH2:7]2)[N:3]=[CH:2]1.[BH4-].[Na+]. (2) Given the product [Br:25][C:26]1[CH:31]=[CH:30][C:29]([CH2:32][N:33]([CH3:34])[C:36](=[O:39])[CH3:37])=[CH:28][C:27]=1[Cl:35], predict the reactants needed to synthesize it. The reactants are: F[P-](F)(F)(F)(F)F.N1(OC(N(C)C)=[N+](C)C)C2N=CC=CC=2N=N1.[Br:25][C:26]1[CH:31]=[CH:30][C:29]([CH2:32][NH:33][CH3:34])=[CH:28][C:27]=1[Cl:35].[C:36]([OH:39])(=O)[CH3:37].CCN(C(C)C)C(C)C. (3) Given the product [NH:10]1[CH:13]=[C:14]([CH2:1][CH2:2][C:3]([OH:5])=[O:4])[N:12]=[N:11]1, predict the reactants needed to synthesize it. The reactants are: [C:1](O)(=O)[CH2:2][C:3]([OH:5])=[O:4].C#C.[N:10]([CH2:13][C:14]1C=CC(C(C)C(O)=O)=CC=1)=[N+:11]=[N-:12].C(N(CC)CC)C.O=C1O[C@H]([C@H](CO)O)C(O)=C1O. (4) Given the product [Br:1][C:2]1[CH:6]=[C:5]([C:28]2[CH:33]=[CH:32][CH:31]=[CH:30][CH:29]=2)[S:4][C:3]=1[O:8][CH2:9][CH3:10], predict the reactants needed to synthesize it. The reactants are: [Br:1][C:2]1[CH:6]=[C:5](Br)[S:4][C:3]=1[O:8][CH2:9][CH3:10].B(OCCCC)(OCCCC)OCCCC.I[C:28]1[CH:33]=[CH:32][CH:31]=[CH:30][CH:29]=1.C([O-])([O-])=O.[Na+].[Na+]. (5) Given the product [NH2:1][C:2]1[C:10]2[C:9]([C:11]3[CH:16]=[CH:15][C:14]([Cl:17])=[C:13]([Cl:18])[CH:12]=3)=[N:8][C:7]([C:25]#[N:26])=[N:6][C:5]=2[S:4][C:3]=1[C:22]([NH2:24])=[O:23], predict the reactants needed to synthesize it. The reactants are: [NH2:1][C:2]1[C:10]2[C:9]([C:11]3[CH:16]=[CH:15][C:14]([Cl:17])=[C:13]([Cl:18])[CH:12]=3)=[N:8][C:7](S(C)=O)=[N:6][C:5]=2[S:4][C:3]=1[C:22]([NH2:24])=[O:23].[C-:25]#[N:26].[Na+].O.